This data is from Catalyst prediction with 721,799 reactions and 888 catalyst types from USPTO. The task is: Predict which catalyst facilitates the given reaction. (1) Reactant: [Cl:1][C:2]1[CH:3]=[C:4]([CH:7]=[CH:8][CH:9]=1)[CH:5]=O.[CH2:10]([SH:14])[CH2:11][CH2:12][SH:13]. Product: [Cl:1][C:2]1[CH:3]=[C:4]([CH:5]2[S:14][CH2:10][CH2:11][CH2:12][S:13]2)[CH:7]=[CH:8][CH:9]=1. The catalyst class is: 22. (2) The catalyst class is: 109. Product: [F:1][C:2]1[CH:3]=[N:4][CH:5]=[C:6]([CH:9]=[CH2:10])[CH:7]=1. Reactant: [F:1][C:2]1[CH:3]=[N:4][CH:5]=[C:6](Br)[CH:7]=1.[CH2:9]([Sn](CCCC)(CCCC)C=C)[CH2:10]CC.